This data is from Reaction yield outcomes from USPTO patents with 853,638 reactions. The task is: Predict the reaction yield, written as a fraction of the theoretical maximum amount of product (1.0 means a 100% yield; for example, 0.34 means a 34% yield). The reactants are Br[CH2:2][C:3]([O:5][C:6]([CH3:9])([CH3:8])[CH3:7])=[O:4].[NH:10]1[CH2:21][CH2:20][NH:19][CH2:18][CH2:17][NH:16][CH2:15][CH2:14][NH:13][CH2:12][CH2:11]1. The catalyst is C(Cl)(Cl)Cl. The product is [CH3:7][C:6]([O:5][C:3](=[O:4])[CH2:2][N:10]1[CH2:21][CH2:20][NH:19][CH2:18][CH2:17][NH:16][CH2:15][CH2:14][NH:13][CH2:12][CH2:11]1)([CH3:9])[CH3:8]. The yield is 0.990.